This data is from Full USPTO retrosynthesis dataset with 1.9M reactions from patents (1976-2016). The task is: Predict the reactants needed to synthesize the given product. (1) Given the product [Cl:1][C:2]1[CH:10]=[CH:9][C:8]([C:11]2[N:12]([C:22]([O:24][C:25]([CH3:26])([CH3:28])[CH3:27])=[O:23])[C:13]3[C:18]([CH:19]=2)=[CH:17][C:16]([CH2:20][NH:37][CH2:36][CH2:35][C:31]2[S:30][CH:34]=[CH:33][CH:32]=2)=[CH:15][CH:14]=3)=[C:7]2[C:3]=1[CH2:4][NH:5][C:6]2=[O:29], predict the reactants needed to synthesize it. The reactants are: [Cl:1][C:2]1[CH:10]=[CH:9][C:8]([C:11]2[N:12]([C:22]([O:24][C:25]([CH3:28])([CH3:27])[CH3:26])=[O:23])[C:13]3[C:18]([CH:19]=2)=[CH:17][C:16]([CH:20]=O)=[CH:15][CH:14]=3)=[C:7]2[C:3]=1[CH2:4][NH:5][C:6]2=[O:29].[S:30]1[CH:34]=[CH:33][CH:32]=[C:31]1[CH2:35][CH2:36][NH2:37].C(O[BH-](OC(=O)C)OC(=O)C)(=O)C.[Na+]. (2) Given the product [C:15]([SiH2:19][O:9][C:34]([CH3:35])([CH3:36])[C:33]1([CH2:3][CH:2]=[O:1])[CH2:27][CH2:26]1)([CH3:18])([CH3:17])[CH3:16], predict the reactants needed to synthesize it. The reactants are: [OH:1][CH2:2][C:3]1(CO)CC1.S(Cl)(Cl)=[O:9].[C-]#N.[Na+].[C:15]([Si:19](C)(C)Cl)([CH3:18])([CH3:17])[CH3:16].N1[CH:27]=[CH:26]N=C1.[CH3:33][CH:34]([CH2:36][AlH][CH2:33][CH:34]([CH3:36])[CH3:35])[CH3:35]. (3) Given the product [C:20]1([CH3:23])[CH:21]=[CH:22][C:17]([S:14]([N:11]2[C:7]3[N:8]=[CH:9][N:10]=[C:5]([C:3]4[N:24]=[C:25]([NH2:27])[S:26][CH:2]=4)[C:6]=3[CH:13]=[CH:12]2)(=[O:16])=[O:15])=[CH:18][CH:19]=1, predict the reactants needed to synthesize it. The reactants are: Br[CH2:2][C:3]([C:5]1[C:6]2[CH:13]=[CH:12][N:11]([S:14]([C:17]3[CH:22]=[CH:21][C:20]([CH3:23])=[CH:19][CH:18]=3)(=[O:16])=[O:15])[C:7]=2[N:8]=[CH:9][N:10]=1)=O.[NH2:24][C:25]([NH2:27])=[S:26]. (4) Given the product [C:11]([C:6]1[CH:7]=[CH:8][CH:9]=[C:4]([CH:1]([CH3:3])[CH3:2])[N:5]=1)#[N:12], predict the reactants needed to synthesize it. The reactants are: [CH:1]([C:4]1[CH:9]=[CH:8][CH:7]=[CH:6][N+:5]=1[O-])([CH3:3])[CH3:2].[C:11]([Si](C)(C)C)#[N:12].C(N(CC)C(Cl)=O)C.C(=O)([O-])[O-].[K+].[K+].